Dataset: Forward reaction prediction with 1.9M reactions from USPTO patents (1976-2016). Task: Predict the product of the given reaction. (1) Given the reactants [Cl:1][C:2]1[CH:7]=[C:6]([O:8][CH3:9])[CH:5]=[CH:4][C:3]=1[F:10].CC(O)=O.S(=O)(=O)(O)O.C1C(=O)N([I:27])C(=O)C1, predict the reaction product. The product is: [Cl:1][C:2]1[CH:7]=[C:6]([O:8][CH3:9])[C:5]([I:27])=[CH:4][C:3]=1[F:10]. (2) Given the reactants [CH2:1]([O:3][C:4](=[O:17])[CH:5]([C:7]1[CH:16]=[CH:15][C:10]2[N:11]=[C:12]([NH2:14])[S:13][C:9]=2[CH:8]=1)[CH3:6])[CH3:2].[CH3:18][S:19](Cl)(=[O:21])=[O:20].Cl, predict the reaction product. The product is: [CH2:1]([O:3][C:4](=[O:17])[CH:5]([C:7]1[CH:16]=[CH:15][C:10]2[N:11]=[C:12]([NH:14][S:19]([CH3:18])(=[O:21])=[O:20])[S:13][C:9]=2[CH:8]=1)[CH3:6])[CH3:2]. (3) Given the reactants [C:1]([O:5][C:6](=[O:41])[NH:7][C@H:8]1[CH2:13][CH2:12][C@@H:11]([N:14]2[C:19](=[O:20])[C:18]3[CH:21]=[C:22]([F:25])[CH:23]=[N:24][C:17]=3[N:16]([C:26]3[CH:27]=[C:28]([C:32]4[CH:37]=[CH:36][C:35]([CH:38]=O)=[CH:34][CH:33]=4)[CH:29]=[CH:30][CH:31]=3)[C:15]2=[O:40])[CH2:10][CH2:9]1)([CH3:4])([CH3:3])[CH3:2].[CH:42]([N:45]1[CH2:50][CH2:49][NH:48][CH2:47][CH2:46]1)([CH3:44])[CH3:43], predict the reaction product. The product is: [C:1]([O:5][C:6](=[O:41])[NH:7][C@H:8]1[CH2:9][CH2:10][C@@H:11]([N:14]2[C:19](=[O:20])[C:18]3[CH:21]=[C:22]([F:25])[CH:23]=[N:24][C:17]=3[N:16]([C:26]3[CH:27]=[C:28]([C:32]4[CH:33]=[CH:34][C:35]([CH2:38][N:48]5[CH2:49][CH2:50][N:45]([CH:42]([CH3:44])[CH3:43])[CH2:46][CH2:47]5)=[CH:36][CH:37]=4)[CH:29]=[CH:30][CH:31]=3)[C:15]2=[O:40])[CH2:12][CH2:13]1)([CH3:2])([CH3:3])[CH3:4]. (4) Given the reactants [F:1][C:2]1[CH:9]=[CH:8][C:7]([C:10]2[CH:15]=[CH:14][N:13]=[C:12]3[N:16](S(C4C=CC=CC=4)(=O)=O)[C:17]([C:19]4[CH:24]=[CH:23][C:22]([N:25]5[CH2:30][CH2:29][O:28][CH2:27][CH2:26]5)=[CH:21][CH:20]=4)=[CH:18][C:11]=23)=[CH:6][C:3]=1[C:4]#[N:5].C([O-])([O-])=O.[Cs+].[Cs+], predict the reaction product. The product is: [F:1][C:2]1[CH:9]=[CH:8][C:7]([C:10]2[CH:15]=[CH:14][N:13]=[C:12]3[NH:16][C:17]([C:19]4[CH:20]=[CH:21][C:22]([N:25]5[CH2:26][CH2:27][O:28][CH2:29][CH2:30]5)=[CH:23][CH:24]=4)=[CH:18][C:11]=23)=[CH:6][C:3]=1[C:4]#[N:5]. (5) Given the reactants [C:1]([C:3]1[C:4]([N:18]2[CH2:21][CH:20]([C:22]([OH:24])=O)[CH2:19]2)=[N:5][C:6]([C:14]([F:17])([F:16])[F:15])=[C:7]([C:9]([O:11][CH2:12][CH3:13])=[O:10])[CH:8]=1)#[N:2].[F:25][C:26]1[CH:27]=[CH:28][C:29]([CH3:37])=[C:30]([CH2:32][S:33]([NH2:36])(=[O:35])=[O:34])[CH:31]=1, predict the reaction product. The product is: [C:1]([C:3]1[C:4]([N:18]2[CH2:21][CH:20]([C:22](=[O:24])[NH:36][S:33]([CH2:32][C:30]3[CH:31]=[C:26]([F:25])[CH:27]=[CH:28][C:29]=3[CH3:37])(=[O:35])=[O:34])[CH2:19]2)=[N:5][C:6]([C:14]([F:17])([F:15])[F:16])=[C:7]([CH:8]=1)[C:9]([O:11][CH2:12][CH3:13])=[O:10])#[N:2]. (6) Given the reactants [OH-].[Na+].[Cl:3][C:4]1[CH:9]=[CH:8][C:7]([OH:10])=[C:6]([O:11][CH3:12])[CH:5]=1.Cl[CH2:14][C:15]([OH:17])=[O:16].Cl, predict the reaction product. The product is: [Cl:3][C:4]1[CH:9]=[CH:8][C:7]([O:10][CH2:14][C:15]([OH:17])=[O:16])=[C:6]([O:11][CH3:12])[CH:5]=1. (7) Given the reactants [C:1]([C:5]([C:8]([C:11]([C:14]([C:17]([C:20]([C:23]([C:26]([C:29]([O:32][C:33]([C:39]([O:42]C(C(OC(C(C(F)(F)F)(F)F)(F)F)(C(F)(F)F)F)=O)(F)[F:40])([C:35]([F:38])([F:37])[F:36])[F:34])([F:31])[F:30])([F:28])[F:27])([F:25])[F:24])([F:22])[F:21])([F:19])[F:18])([F:16])[F:15])([F:13])[F:12])([F:10])[F:9])([F:7])[F:6])([F:4])([F:3])[F:2].[F-].[Na+], predict the reaction product. The product is: [C:1]([C:5]([C:8]([C:11]([C:14]([C:17]([C:20]([C:23]([C:26]([C:29]([O:32][C:33]([C:39]([F:40])=[O:42])([C:35]([F:36])([F:37])[F:38])[F:34])([F:30])[F:31])([F:27])[F:28])([F:25])[F:24])([F:22])[F:21])([F:19])[F:18])([F:16])[F:15])([F:13])[F:12])([F:10])[F:9])([F:7])[F:6])([F:4])([F:3])[F:2]. (8) Given the reactants O=[C:2]1[C:11]2[C:6](=[CH:7][CH:8]=[CH:9][CH:10]=2)[NH:5][C:4]([C:12]([O:14][CH3:15])=[O:13])=[CH:3]1.C1(P([N:30]=[N+:31]=[N-:32])(C2C=CC=CC=2)=O)C=CC=CC=1.C(N(CC)CC)C, predict the reaction product. The product is: [N:30]([C:2]1[C:11]2[C:6](=[CH:7][CH:8]=[CH:9][CH:10]=2)[N:5]=[C:4]([C:12]([O:14][CH3:15])=[O:13])[CH:3]=1)=[N+:31]=[N-:32].